This data is from Reaction yield outcomes from USPTO patents with 853,638 reactions. The task is: Predict the reaction yield, written as a fraction of the theoretical maximum amount of product (1.0 means a 100% yield; for example, 0.34 means a 34% yield). (1) The reactants are [CH3:1][O:2][C:3]1[CH:4]=[C:5]([CH2:20][C:21]([N:23]([CH2:25][CH2:26][CH2:27][C:28]2[CH:38]=[CH:37][C:31]([C:32]([O:34]CC)=[O:33])=[CH:30][CH:29]=2)[CH3:24])=[O:22])[CH:6]=[CH:7][C:8]=1[NH:9][C:10]([NH:12][C:13]1[CH:18]=[CH:17][CH:16]=[CH:15][C:14]=1[CH3:19])=[O:11].[OH-].[Na+].Cl. The catalyst is C1COCC1.C[C@H]1O[C@H]2[C@H](O)[C@@H](O)[C@H](OC3C4C(=CC5OCOC=5C=4)[C@@H](C4C=C(OC)C(O)=C(OC)C=4)[C@@H]4[C@@H]3COC4=O)O[C@@H]2CO1.C1COP(NCCCl)(=O)N(CCCl)C1.[NH2-].[NH2-].Cl[Pt+2]Cl. The product is [CH3:1][O:2][C:3]1[CH:4]=[C:5]([CH2:20][C:21]([N:23]([CH2:25][CH2:26][CH2:27][C:28]2[CH:29]=[CH:30][C:31]([C:32]([OH:34])=[O:33])=[CH:37][CH:38]=2)[CH3:24])=[O:22])[CH:6]=[CH:7][C:8]=1[NH:9][C:10]([NH:12][C:13]1[CH:18]=[CH:17][CH:16]=[CH:15][C:14]=1[CH3:19])=[O:11]. The yield is 0.280. (2) The yield is 0.144. The reactants are [C:1]([C:3]1[CH:4]=[C:5]([CH:28]([CH3:30])[CH3:29])[C:6]2[O:10][C:9]([C:11]3[CH:26]=[CH:25][C:14]([C:15]([NH:17][CH2:18][CH:19]4[CH2:24][CH2:23][NH:22][CH2:21][CH2:20]4)=[O:16])=[CH:13][CH:12]=3)=[N:8][C:7]=2[CH:27]=1)#[N:2].[H-].[Na+].Br[CH2:34][C:35]1[CH:40]=[CH:39][C:38]([C:41]([F:44])([F:43])[F:42])=[CH:37][CH:36]=1. The product is [C:1]([C:3]1[CH:4]=[C:5]([CH:28]([CH3:30])[CH3:29])[C:6]2[O:10][C:9]([C:11]3[CH:12]=[CH:13][C:14]([C:15]([NH:17][CH2:18][CH:19]4[CH2:24][CH2:23][N:22]([CH2:34][C:35]5[CH:36]=[CH:37][C:38]([C:41]([F:42])([F:43])[F:44])=[CH:39][CH:40]=5)[CH2:21][CH2:20]4)=[O:16])=[CH:25][CH:26]=3)=[N:8][C:7]=2[CH:27]=1)#[N:2]. The catalyst is O1CCCC1.